Dataset: Catalyst prediction with 721,799 reactions and 888 catalyst types from USPTO. Task: Predict which catalyst facilitates the given reaction. (1) Reactant: [C:1]([NH-:3])#[N:2].[C:21]1(P([C:17]2[CH:22]=[CH:21][CH:20]=[CH:19]C=2)[C:21]2[CH:22]=[CH:17]C=[CH:19][CH:20]=2)[CH:22]=[CH:17]C=[CH:19][CH:20]=1.CCOC(/N=[N:29]/[C:30](OCC)=O)=O.[Si]([N:39]=[N+:40]=[N-])(C)(C)C.[C:42]1(P(=O)(C2C=CC=CC=2)C2C=CC=CC=2)C=CC=CC=1. Product: [CH3:42][CH:20]([CH3:19])[CH2:21][CH:22]([CH2:17][C:1]1[NH:3][N:40]=[N:39][N:2]=1)[CH2:30][NH2:29]. The catalyst class is: 464. (2) Reactant: [CH3:1][C:2]([C:7]1[O:11][N:10]=[C:9]([C:12]2[CH:17]=[CH:16][CH:15]=[CH:14][CH:13]=2)[N:8]=1)([CH3:6])[C:3]([OH:5])=O.C1C=CC2N(O)N=NC=2C=1.CCN=C=NCCCN(C)C.Cl.[CH2:40]([NH2:44])[CH:41]([CH3:43])[CH3:42]. Product: [CH2:40]([NH:44][C:3](=[O:5])[C:2]([CH3:1])([C:7]1[O:11][N:10]=[C:9]([C:12]2[CH:17]=[CH:16][CH:15]=[CH:14][CH:13]=2)[N:8]=1)[CH3:6])[CH:41]([CH3:43])[CH3:42]. The catalyst class is: 2.